The task is: Regression/Classification. Given a drug SMILES string, predict its absorption, distribution, metabolism, or excretion properties. Task type varies by dataset: regression for continuous measurements (e.g., permeability, clearance, half-life) or binary classification for categorical outcomes (e.g., BBB penetration, CYP inhibition). Dataset: cyp2c19_veith.. This data is from CYP2C19 inhibition data for predicting drug metabolism from PubChem BioAssay. (1) The molecule is Cc1ccc(S(=O)(=O)Nc2ccc(=O)n(Cc3ccc(Cl)c(Cl)c3)c2)cc1. The result is 1 (inhibitor). (2) The compound is CNC(=O)[C@H]1C[C@@H]1[C@H](NP(=O)(c1ccccc1)c1ccccc1)c1ccccc1. The result is 0 (non-inhibitor). (3) The drug is O=C(NNS(=O)(=O)c1ccc(Cl)cc1)c1sccc1-n1cccc1. The result is 1 (inhibitor).